Dataset: Forward reaction prediction with 1.9M reactions from USPTO patents (1976-2016). Task: Predict the product of the given reaction. (1) Given the reactants [CH2:1]([O:8][C:9]1[CH:16]=[CH:15][CH:14]=[C:13]([O:17][CH3:18])[C:10]=1[CH2:11]O)[C:2]1[CH:7]=[CH:6][CH:5]=[CH:4][CH:3]=1.CC(C)(O)[C:21]#[N:22].C1(P(C2C=CC=CC=2)C2C=CC=CC=2)C=CC=CC=1.N(C(OCC)=O)=NC(OCC)=O, predict the reaction product. The product is: [CH2:1]([O:8][C:9]1[CH:16]=[CH:15][CH:14]=[C:13]([O:17][CH3:18])[C:10]=1[CH2:11][C:21]#[N:22])[C:2]1[CH:7]=[CH:6][CH:5]=[CH:4][CH:3]=1. (2) Given the reactants Br[C:2]1[CH:3]=[CH:4][C:5]([F:17])=[C:6]([C:8]2[C:9]([C:15]#[N:16])=[CH:10][C:11]([F:14])=[CH:12][CH:13]=2)[CH:7]=1.C([O-])(=O)C.[K+].[B:23]1([B:23]2[O:28][CH2:27][C:26]([CH3:30])([CH3:29])[CH2:25][O:24]2)[O:28][CH2:27][C:26]([CH3:30])([CH3:29])[CH2:25][O:24]1.CS(C)=O, predict the reaction product. The product is: [CH3:29][C:26]1([CH3:30])[CH2:27][O:28][B:23]([C:2]2[CH:3]=[CH:4][C:5]([F:17])=[C:6]([C:8]3[C:9]([C:15]#[N:16])=[CH:10][C:11]([F:14])=[CH:12][CH:13]=3)[CH:7]=2)[O:24][CH2:25]1. (3) Given the reactants C[Al](C)C.[F:5][C:6]1[CH:7]=[CH:8][C:9]([NH2:12])=[N:10][CH:11]=1.[Si:13]([O:20][CH:21]1[CH2:24][N:23]([CH2:25][C@H:26]([OH:31])[C:27](OC)=[O:28])[CH2:22]1)([C:16]([CH3:19])([CH3:18])[CH3:17])([CH3:15])[CH3:14].[C@H](O)(C([O-])=O)[C@@H](O)C([O-])=O.[Na+].[K+], predict the reaction product. The product is: [Si:13]([O:20][CH:21]1[CH2:24][N:23]([CH2:25][C@H:26]([OH:31])[C:27]([NH:12][C:9]2[CH:8]=[CH:7][C:6]([F:5])=[CH:11][N:10]=2)=[O:28])[CH2:22]1)([C:16]([CH3:19])([CH3:18])[CH3:17])([CH3:15])[CH3:14]. (4) The product is: [CH3:35][O:34][C:31]1[CH:3]=[C:4]([CH:28]=[C:29]([O:32][CH3:33])[CH:30]=1)[CH2:5][C:6]1([OH:27])[C:14]2[C:9](=[CH:10][CH:11]=[CH:12][C:13]=2[C:15]#[C:16][C:17]2[CH:26]=[CH:25][C:20]([C:21]([O:23][CH3:24])=[O:22])=[CH:19][CH:18]=2)[CH2:8][CH2:7]1. Given the reactants CO[C:3]1[CH:31]=[CH:30][C:29]([O:32][CH3:33])=[CH:28][C:4]=1[CH2:5][C:6]1([OH:27])[C:14]2[C:9](=[CH:10][CH:11]=[CH:12][C:13]=2[CH2:15][CH2:16][C:17]2[CH:26]=[CH:25][C:20]([C:21]([O:23][CH3:24])=[O:22])=[CH:19][CH:18]=2)[CH2:8][CH2:7]1.[O:34]=[C:35]1C2C(=CC=CC=2C#CC2C=CC(C(OC)=O)=CC=2)CC1.COC1C=C(C=C(OC)C=1)C[Mg]Br, predict the reaction product. (5) Given the reactants [CH:1]1([CH2:4][N:5]2[C:9]3[CH:10]=[CH:11][C:12]([C:16]4[CH:30]=[CH:29][C:19]([CH2:20][N:21]5[CH2:25][C:24](=[O:26])[N:23]([CH3:27])[C:22]5=[O:28])=[CH:18][CH:17]=4)=[C:13]([CH:14]=[CH2:15])[C:8]=3[N:7]=[N:6]2)[CH2:3][CH2:2]1, predict the reaction product. The product is: [CH:1]1([CH2:4][N:5]2[C:9]3[CH:10]=[CH:11][C:12]([C:16]4[CH:30]=[CH:29][C:19]([CH2:20][N:21]5[CH2:25][C:24](=[O:26])[N:23]([CH3:27])[C:22]5=[O:28])=[CH:18][CH:17]=4)=[C:13]([CH2:14][CH3:15])[C:8]=3[N:7]=[N:6]2)[CH2:3][CH2:2]1. (6) Given the reactants Br[CH2:2][C:3]([CH2:8]Br)([CH2:6]Br)[CH2:4][OH:5].[OH-].[K+].[C:12]1([CH3:22])[CH:17]=[CH:16][C:15]([S:18]([NH2:21])(=[O:20])=[O:19])=[CH:14][CH:13]=1, predict the reaction product. The product is: [C:12]1([CH3:22])[CH:13]=[CH:14][C:15]([S:18]([N:21]2[CH2:8][C:3]3([CH2:6][O:5][CH2:4]3)[CH2:2]2)(=[O:19])=[O:20])=[CH:16][CH:17]=1. (7) Given the reactants [Br:1][C:2]1[CH:12]=[CH:11][C:5]([C:6](OCC)=[O:7])=[CH:4][C:3]=1[O:13][CH2:14][C:15]1[CH:20]=[CH:19][CH:18]=[CH:17][CH:16]=1.CC(C[AlH]CC(C)C)C.Cl, predict the reaction product. The product is: [Br:1][C:2]1[CH:12]=[CH:11][C:5]([CH2:6][OH:7])=[CH:4][C:3]=1[O:13][CH2:14][C:15]1[CH:20]=[CH:19][CH:18]=[CH:17][CH:16]=1. (8) Given the reactants [CH3:1][C:2]1([C:9]2[CH:14]=[CH:13][C:12]([O:15][CH:16]([CH3:18])[CH3:17])=[CH:11][N:10]=2)[NH:6][C:5](=[O:7])[NH:4][C:3]1=[O:8].C(=O)([O-])[O-].[K+].[K+].[CH2:25]([O:32][C:33]([C:42]1[CH:47]=[CH:46][C:45]([N:48]2[CH2:53][CH2:52][N:51]([C:54](=[O:57])[CH2:55]Br)[CH2:50][CH2:49]2)=[C:44]([CH:58]=[CH:59][CH3:60])[CH:43]=1)([C:38]([F:41])([F:40])[F:39])[C:34]([F:37])([F:36])[F:35])[C:26]1[CH:31]=[CH:30][CH:29]=[CH:28][CH:27]=1.O, predict the reaction product. The product is: [CH2:25]([O:32][C:33]([C:42]1[CH:47]=[CH:46][C:45]([N:48]2[CH2:53][CH2:52][N:51]([C:54](=[O:57])[CH2:55][N:4]3[C:3](=[O:8])[C:2]([C:9]4[CH:14]=[CH:13][C:12]([O:15][CH:16]([CH3:18])[CH3:17])=[CH:11][N:10]=4)([CH3:1])[NH:6][C:5]3=[O:7])[CH2:50][CH2:49]2)=[C:44](/[CH:58]=[CH:59]\[CH3:60])[CH:43]=1)([C:34]([F:35])([F:36])[F:37])[C:38]([F:39])([F:40])[F:41])[C:26]1[CH:31]=[CH:30][CH:29]=[CH:28][CH:27]=1. (9) Given the reactants [CH2:1](N)[CH2:2][CH2:3][CH3:4].[BH4-].[Na+].[CH2:8]([O:10][CH:11]([O:21][CH2:22][CH3:23])[CH2:12][CH2:13][CH2:14][CH2:15][CH2:16][CH2:17][CH2:18][C:19]#[CH:20])[CH3:9].BrC#CCC, predict the reaction product. The product is: [CH2:22]([O:21][CH:11]([O:10][CH2:8][CH3:9])[CH2:12][CH2:13][CH2:14][CH2:15][CH2:16][CH2:17][CH2:18][C:19]#[C:20][C:1]#[C:2][CH2:3][CH3:4])[CH3:23]. (10) Given the reactants B.[O:2]1CCCC1.[OH:7][CH:8]([C:12]1[C@H:17]([C:18]([O:20][CH:21]([C:28]2[CH:33]=[CH:32][CH:31]=[CH:30][CH:29]=2)[C:22]2[CH:27]=[CH:26][CH:25]=[CH:24][CH:23]=2)=[O:19])[N:16]2[C:34](=[O:46])[C@@H:35]([NH:36][C:37](=[O:45])[CH2:38][C:39]3[CH:44]=[CH:43][CH:42]=[CH:41][CH:40]=3)[C@H:15]2[S:14][CH:13]=1)[CH2:9][CH:10]=[CH2:11].[OH-].[Na+].OO, predict the reaction product. The product is: [OH:7][CH:8]([C:12]1[C@H:17]([C:18]([O:20][CH:21]([C:28]2[CH:29]=[CH:30][CH:31]=[CH:32][CH:33]=2)[C:22]2[CH:27]=[CH:26][CH:25]=[CH:24][CH:23]=2)=[O:19])[N:16]2[C:34](=[O:46])[C@@H:35]([NH:36][C:37](=[O:45])[CH2:38][C:39]3[CH:44]=[CH:43][CH:42]=[CH:41][CH:40]=3)[C@H:15]2[S:14][CH:13]=1)[CH2:9][CH2:10][CH2:11][OH:2].